Task: Predict the reaction yield, written as a fraction of the theoretical maximum amount of product (1.0 means a 100% yield; for example, 0.34 means a 34% yield).. Dataset: Reaction yield outcomes from USPTO patents with 853,638 reactions (1) The reactants are C(=O)([O-])[O-].[Ca+2].[C:6](Cl)(Cl)=[S:7].ClCCl.O.[NH2:14][C:15]1[CH:25]=[CH:24][C:18]([C:19]([N:21]([CH3:23])[CH3:22])=[O:20])=[CH:17][CH:16]=1.Cl. No catalyst specified. The product is [N:14]([C:15]1[CH:25]=[CH:24][C:18]([C:19]([N:21]([CH3:23])[CH3:22])=[O:20])=[CH:17][CH:16]=1)=[C:6]=[S:7]. The yield is 0.890. (2) The reactants are [Cl:1][C:2]1[CH:3]=[C:4]([C:9]2([CH:15]([OH:17])[CH3:16])[CH2:14][CH2:13][CH2:12][CH2:11][CH2:10]2)[CH:5]=[CH:6][C:7]=1[Cl:8].CC(OI1(OC(C)=O)(OC(C)=O)OC(=O)C2C=CC=CC1=2)=O. The catalyst is C(Cl)Cl. The product is [Cl:1][C:2]1[CH:3]=[C:4]([C:9]2([C:15](=[O:17])[CH3:16])[CH2:14][CH2:13][CH2:12][CH2:11][CH2:10]2)[CH:5]=[CH:6][C:7]=1[Cl:8]. The yield is 0.670. (3) The reactants are [CH:1]1([N:5]2[CH2:11][CH2:10][C:9]3[CH:12]=[CH:13][C:14]([OH:16])=[CH:15][C:8]=3[CH2:7][CH2:6]2)[CH2:4][CH2:3][CH2:2]1.C(=O)([O-])[O-].[K+].[K+].Br[CH2:24][CH2:25][CH2:26][Cl:27]. The catalyst is CC(C)=O. The product is [Cl:27][CH2:26][CH2:25][CH2:24][O:16][C:14]1[CH:13]=[CH:12][C:9]2[CH2:10][CH2:11][N:5]([CH:1]3[CH2:4][CH2:3][CH2:2]3)[CH2:6][CH2:7][C:8]=2[CH:15]=1. The yield is 0.740. (4) The reactants are Cl[C:2]1[CH:7]=[CH:6][N:5]=[C:4]2[CH:8]=[C:9]([C:11]([OH:13])=[O:12])[S:10][C:3]=12.[CH3:14][C:15]1[NH:16][CH:17]2[CH:22]([CH:23]=1)[CH:21]=[C:20]([OH:24])[CH:19]=[CH:18]2.C([O-])([O-])=O.[Cs+].[Cs+].C([O-])(O)=O.[Na+].Cl. The catalyst is CCOC(C)=O.CO.CS(C)=O. The product is [CH3:14][C:15]1[NH:16][C:17]2[C:22]([CH:23]=1)=[CH:21][C:20]([O:24][C:2]1[CH:7]=[CH:6][N:5]=[C:4]3[CH:8]=[C:9]([C:11]([OH:13])=[O:12])[S:10][C:3]=13)=[CH:19][CH:18]=2. The yield is 0.760.